From a dataset of Full USPTO retrosynthesis dataset with 1.9M reactions from patents (1976-2016). Predict the reactants needed to synthesize the given product. (1) Given the product [N+:1]([C:4]1[CH:5]=[C:6]2[CH2:12][CH2:11][CH:10]([C:13]([O:15][CH2:16][CH3:17])=[O:14])[C:7]2=[N:8][CH:9]=1)([O-:3])=[O:2], predict the reactants needed to synthesize it. The reactants are: [N+:1]([C:4]1[CH:5]=[C:6]2[CH2:12][CH2:11][C:10](C(OCC)=O)([C:13]([O:15][C:16](C)(C)[CH3:17])=[O:14])[C:7]2=[N:8][CH:9]=1)([O-:3])=[O:2]. (2) Given the product [Cl:11][C:8]1[CH:7]=[CH:6][C:5]([C:3]([CH:2]([Br:12])[CH3:1])=[O:4])=[CH:10][CH:9]=1, predict the reactants needed to synthesize it. The reactants are: [CH3:1][CH2:2][C:3]([C:5]1[CH:10]=[CH:9][C:8]([Cl:11])=[CH:7][CH:6]=1)=[O:4].[Br:12]Br. (3) Given the product [CH2:1]([O:8][N:9]1[C:15](=[O:16])[N:14]2[CH2:17][C@H:10]1[CH2:11][CH2:12][C@H:13]2[C:18]([NH:22][NH:21][C:23]([CH:25]1[CH2:30][CH2:29][N:28]([C:31]([O:33][C:34]([CH3:37])([CH3:36])[CH3:35])=[O:32])[CH2:27][CH2:26]1)=[O:24])=[O:20])[C:2]1[CH:3]=[CH:4][CH:5]=[CH:6][CH:7]=1, predict the reactants needed to synthesize it. The reactants are: [CH2:1]([O:8][N:9]1[C:15](=[O:16])[N:14]2[CH2:17][C@H:10]1[CH2:11][CH2:12][C@H:13]2[C:18]([OH:20])=O)[C:2]1[CH:7]=[CH:6][CH:5]=[CH:4][CH:3]=1.[NH:21]([C:23]([CH:25]1[CH2:30][CH2:29][N:28]([C:31]([O:33][C:34]([CH3:37])([CH3:36])[CH3:35])=[O:32])[CH2:27][CH2:26]1)=[O:24])[NH2:22]. (4) Given the product [CH3:20][C@@H:16]1[CH2:17][CH2:18][CH2:19][N:15]1[CH2:11][CH2:12][C:13]1[O:1][C:2]2[CH:9]=[CH:8][C:5]([C:6]#[N:7])=[CH:4][C:3]=2[CH:14]=1, predict the reactants needed to synthesize it. The reactants are: [OH:1][C:2]1[CH:9]=[CH:8][C:5]([C:6]#[N:7])=[CH:4][C:3]=1I.[CH2:11]([N:15]1[CH2:19][CH2:18][CH2:17][C@H:16]1[CH3:20])[CH2:12][C:13]#[CH:14].C(#N)C.C(NC(C)C)(C)C. (5) Given the product [CH:1]1([C:26]2[C:27]([O:40][CH2:41][C:42]34[CH2:52][CH:51]3[CH2:50][C:45]3([O:46][CH2:47][CH2:48][O:49]3)[CH2:44][CH2:43]4)=[CH:28][C:29]([F:39])=[C:30]([CH:38]=2)[C:31]([O:33][C:34]([CH3:37])([CH3:36])[CH3:35])=[O:32])[CH2:7][CH2:6]1, predict the reactants needed to synthesize it. The reactants are: [C:1]12(COC3C(Cl)=CC(C(OC(C)(C)C)=O)=C(F)C=3)[CH2:7][CH:6]1CCCC2.Cl[C:26]1[C:27]([O:40][CH2:41][C:42]23[CH2:52][CH:51]2[CH2:50][C:45]2([O:49][CH2:48][CH2:47][O:46]2)[CH2:44][CH2:43]3)=[CH:28][C:29]([F:39])=[C:30]([CH:38]=1)[C:31]([O:33][C:34]([CH3:37])([CH3:36])[CH3:35])=[O:32]. (6) Given the product [CH3:1][C:2]1[N:7]=[CH:6][C:5]([CH2:8][C:9]([OH:11])=[O:10])=[CH:4][CH:3]=1, predict the reactants needed to synthesize it. The reactants are: [CH3:1][C:2]1[N:7]=[CH:6][C:5]([CH:8](C(OCC)=O)[C:9]([O:11]CC)=[O:10])=[CH:4][CH:3]=1.C(=O)(O)[O-].[Na+]. (7) Given the product [Cl:1][CH2:2][CH2:3][C:4]1[CH:12]=[CH:11][C:7]([CH2:8][OH:9])=[CH:6][CH:5]=1, predict the reactants needed to synthesize it. The reactants are: [Cl:1][CH2:2][CH2:3][C:4]1[CH:12]=[CH:11][C:7]([C:8](O)=[O:9])=[CH:6][CH:5]=1.C1N=CN(C(N2C=NC=C2)=O)C=1.[BH4-].[Na+].